Dataset: Forward reaction prediction with 1.9M reactions from USPTO patents (1976-2016). Task: Predict the product of the given reaction. (1) Given the reactants Cl[C:2]1[CH:7]=[CH:6][N:5]=[C:4]2[O:8][C:9]([C:19]3[CH:24]=[CH:23][CH:22]=[CH:21][CH:20]=3)=[C:10]([C:11]3[CH:16]=[CH:15][C:14]([CH2:17][CH3:18])=[CH:13][CH:12]=3)[C:3]=12.[CH2:25]([OH:28])[CH2:26][OH:27].[H-].[Na+].O, predict the reaction product. The product is: [CH2:17]([C:14]1[CH:15]=[CH:16][C:11]([C:10]2[C:3]3[C:4](=[N:5][CH:6]=[CH:7][C:2]=3[O:27][CH2:26][CH2:25][OH:28])[O:8][C:9]=2[C:19]2[CH:24]=[CH:23][CH:22]=[CH:21][CH:20]=2)=[CH:12][CH:13]=1)[CH3:18]. (2) Given the reactants [CH3:1][O:2][C:3]1[CH:8]=[CH:7][C:6]([N+:9]([O-:11])=[O:10])=[CH:5][C:4]=1[N:12]([CH3:26])[CH:13]1[CH2:18][CH2:17][N:16](C(OC(C)(C)C)=O)[CH2:15][CH2:14]1.Cl, predict the reaction product. The product is: [CH3:1][O:2][C:3]1[CH:8]=[CH:7][C:6]([N+:9]([O-:11])=[O:10])=[CH:5][C:4]=1[N:12]([CH3:26])[CH:13]1[CH2:18][CH2:17][NH:16][CH2:15][CH2:14]1. (3) Given the reactants [NH2:1][C:2](=O)[C@@H:3]([NH:24][C:25]([C:27]1([NH:33][C:34](=[O:40])[O:35][C:36]([CH3:39])([CH3:38])[CH3:37])[CH2:32][CH2:31][O:30][CH2:29][CH2:28]1)=[O:26])[CH2:4][C:5]1[CH:10]=[CH:9][C:8]([C:11]2[CH:16]=[CH:15][C:14]([S:17]([N:20]3[CH2:23][CH2:22][CH2:21]3)(=[O:19])=[O:18])=[CH:13][CH:12]=2)=[CH:7][CH:6]=1.CC[N+](S(N=C(OC)[O-])(=O)=O)(CC)CC, predict the reaction product. The product is: [N:20]1([S:17]([C:14]2[CH:13]=[CH:12][C:11]([C:8]3[CH:9]=[CH:10][C:5]([CH2:4][C@H:3]([NH:24][C:25]([C:27]4([NH:33][C:34](=[O:40])[O:35][C:36]([CH3:38])([CH3:37])[CH3:39])[CH2:32][CH2:31][O:30][CH2:29][CH2:28]4)=[O:26])[C:2]#[N:1])=[CH:6][CH:7]=3)=[CH:16][CH:15]=2)(=[O:19])=[O:18])[CH2:23][CH2:22][CH2:21]1. (4) The product is: [Br:19][CH2:1][C:2]1[CH:3]=[C:4]2[C:9](=[CH:10][CH:11]=1)[N:8]=[CH:7][CH:6]=[CH:5]2. Given the reactants [CH3:1][C:2]1[CH:3]=[C:4]2[C:9](=[CH:10][CH:11]=1)[N:8]=[CH:7][CH:6]=[CH:5]2.C1C(=O)N([Br:19])C(=O)C1.C(OOC(=O)C1C=CC=CC=1)(=O)C1C=CC=CC=1, predict the reaction product. (5) Given the reactants [C:1]1([C:7]2[N:8]=[CH:9][NH:10][C:11]=2[C:12]2[CH:17]=[CH:16][CH:15]=[CH:14][CH:13]=2)[CH:6]=[CH:5][CH:4]=[CH:3][CH:2]=1.[H-].[Na+].[CH3:20][Si:21]([CH2:24][CH2:25][O:26][CH2:27]Cl)([CH3:23])[CH3:22], predict the reaction product. The product is: [C:1]1([C:7]2[N:8]=[CH:9][N:10]([CH2:27][O:26][CH2:25][CH2:24][Si:21]([CH3:23])([CH3:22])[CH3:20])[C:11]=2[C:12]2[CH:13]=[CH:14][CH:15]=[CH:16][CH:17]=2)[CH:6]=[CH:5][CH:4]=[CH:3][CH:2]=1. (6) Given the reactants [F:1][C:2]1[CH:3]=[C:4]([CH:7]=[C:8]([F:11])[C:9]=1[F:10])[CH:5]=O.[CH3:12][O:13][C:14]1[CH:15]=[C:16]([CH:20]=[CH:21][C:22]=1[O:23][CH3:24])[CH2:17][C:18]#[N:19], predict the reaction product. The product is: [CH3:12][O:13][C:14]1[CH:15]=[C:16](/[C:17](=[CH:5]/[C:4]2[CH:3]=[C:2]([F:1])[C:9]([F:10])=[C:8]([F:11])[CH:7]=2)/[C:18]#[N:19])[CH:20]=[CH:21][C:22]=1[O:23][CH3:24].